The task is: Regression. Given a peptide amino acid sequence and an MHC pseudo amino acid sequence, predict their binding affinity value. This is MHC class II binding data.. This data is from Peptide-MHC class II binding affinity with 134,281 pairs from IEDB. The peptide sequence is VPLYNRFSYIPNGAL. The MHC is DRB1_1501 with pseudo-sequence DRB1_1501. The binding affinity (normalized) is 0.731.